From a dataset of Full USPTO retrosynthesis dataset with 1.9M reactions from patents (1976-2016). Predict the reactants needed to synthesize the given product. Given the product [CH3:39][N:38]1[CH2:42][CH2:43][N:26]([NH:27][C:15](=[O:17])[CH2:14][O:13][C:7]2[N:6]=[C:5]3[S:4][C:3]([C:18](=[O:23])[NH:19][CH:20]4[CH2:22][CH2:21]4)=[C:2]([NH2:1])[C:10]3=[C:9]([CH3:11])[C:8]=2[Cl:12])[CH2:36][CH2:35]1, predict the reactants needed to synthesize it. The reactants are: [NH2:1][C:2]1[C:10]2[C:5](=[N:6][C:7]([O:13][CH2:14][C:15]([OH:17])=O)=[C:8]([Cl:12])[C:9]=2[CH3:11])[S:4][C:3]=1[C:18](=[O:23])[NH:19][CH:20]1[CH2:22][CH2:21]1.O.O[N:26]1C2C=CC=CC=2N=[N:27]1.[CH:35]([N:38]([CH2:42][CH3:43])[CH:39](C)C)(C)[CH3:36].Cl.CN(C)CCCN=C=NCC.CN1CCNCC1.